This data is from Forward reaction prediction with 1.9M reactions from USPTO patents (1976-2016). The task is: Predict the product of the given reaction. (1) Given the reactants [CH2:1]([O:3][C:4]1[C:5]([CH3:38])=[C:6]([CH3:37])[C:7]2[N:8]([C:10]([C:31]3[CH:36]=[CH:35][CH:34]=[CH:33][CH:32]=3)=[C:11]([C:13]3[CH:18]=[CH:17][C:16]([C:19]4([NH:23]C(=O)OC(C)(C)C)[CH2:22][CH2:21][CH2:20]4)=[CH:15][CH:14]=3)[N:12]=2)[N:9]=1)[CH3:2].CO.Cl.O1CCOCC1, predict the reaction product. The product is: [CH2:1]([O:3][C:4]1[C:5]([CH3:38])=[C:6]([CH3:37])[C:7]2[N:8]([C:10]([C:31]3[CH:32]=[CH:33][CH:34]=[CH:35][CH:36]=3)=[C:11]([C:13]3[CH:14]=[CH:15][C:16]([C:19]4([NH2:23])[CH2:20][CH2:21][CH2:22]4)=[CH:17][CH:18]=3)[N:12]=2)[N:9]=1)[CH3:2]. (2) The product is: [CH3:13][O:14][C:15]1[CH:16]=[C:17]([C:18](=[O:20])[CH2:31][C:30]([O:29][CH2:27][CH3:28])=[O:35])[CH:21]=[CH:22][C:23]=1[N+:24]([O-:26])=[O:25]. Given the reactants C(N1C=CN=C1)(N1C=CN=C1)=O.[CH3:13][O:14][C:15]1[CH:16]=[C:17]([CH:21]=[CH:22][C:23]=1[N+:24]([O-:26])=[O:25])[C:18]([OH:20])=O.[CH2:27]([O:29][C:30](=[O:35])[CH2:31]C(O)=O)[CH3:28], predict the reaction product.